Dataset: CYP2D6 inhibition data for predicting drug metabolism from PubChem BioAssay. Task: Regression/Classification. Given a drug SMILES string, predict its absorption, distribution, metabolism, or excretion properties. Task type varies by dataset: regression for continuous measurements (e.g., permeability, clearance, half-life) or binary classification for categorical outcomes (e.g., BBB penetration, CYP inhibition). Dataset: cyp2d6_veith. (1) The molecule is CC[C@H]1C2=C3C(CC[C@H]4C(OC)OC[C@](C)([C@@H]34)N(C(=O)OC(C)(C)C)C2)C(CO)C1CO. The result is 0 (non-inhibitor). (2) The molecule is CC(C)[C@@]12CC[C@@]3(CC[C@@H]4[C@@](C)(C(=O)O)CCC[C@@]4(C)[C@@H]3C1)[C@@H](CN)C2. The result is 0 (non-inhibitor). (3) The molecule is O=C1CC(N2CC=C(c3ccc(F)cc3)CC2)C(=O)N1c1ccc(F)cc1. The result is 0 (non-inhibitor). (4) The molecule is CC[n+]1c(/C=C/N(C)c2ccccc2)sc2ccc(Cl)cc21.[O-][Cl+3]([O-])([O-])[O-]. The result is 1 (inhibitor). (5) The drug is Cc1cc(OCC(F)(F)C(F)(F)C(F)(F)C(F)(F)C(F)(F)C(F)F)nc(N)n1. The result is 0 (non-inhibitor). (6) The compound is Cc1ccc(S(=O)(=O)n2nc(C)c(Br)c2C)c(C)c1C. The result is 0 (non-inhibitor). (7) The molecule is CC1(C)C(=O)C(c2ccccc2)=C2CN3C(=O)N(CCc4ccccc4)C(=O)C3(Cc3ccc(C(F)(F)F)cc3)C=C21. The result is 0 (non-inhibitor). (8) The result is 0 (non-inhibitor). The molecule is Cc1nn2c(c1-c1ccccc1)NC1=C(C(=O)CCC1)C2c1ccccc1. (9) The compound is O=C(c1ccc(Cl)cc1)c1cnc(-c2ccccc2)s1. The result is 0 (non-inhibitor).